Dataset: Catalyst prediction with 721,799 reactions and 888 catalyst types from USPTO. Task: Predict which catalyst facilitates the given reaction. Reactant: [OH:1][C@H:2]1[CH2:6][N:5]([C:7](=[O:37])[C:8]2[CH:13]=[CH:12][C:11]([C:14]3[CH:15]=[N:16][C:17]([O:20][CH2:21][CH:22]4[CH2:27][CH2:26][N:25]([CH2:28][C:29]5([C:33]([F:36])([F:35])[F:34])[CH2:32][CH2:31][CH2:30]5)[CH2:24][CH2:23]4)=[CH:18][CH:19]=3)=[CH:10][CH:9]=2)[C@H:4]([C:38]([OH:40])=O)[CH2:3]1.[Cl-].[NH4+].C(Cl)CCl.C1C=CC2N(O)N=[N:53]C=2C=1.CCN(C(C)C)C(C)C. Product: [OH:1][C@H:2]1[CH2:6][N:5]([C:7](=[O:37])[C:8]2[CH:13]=[CH:12][C:11]([C:14]3[CH:15]=[N:16][C:17]([O:20][CH2:21][CH:22]4[CH2:27][CH2:26][N:25]([CH2:28][C:29]5([C:33]([F:36])([F:35])[F:34])[CH2:30][CH2:31][CH2:32]5)[CH2:24][CH2:23]4)=[CH:18][CH:19]=3)=[CH:10][CH:9]=2)[C@H:4]([C:38]([NH2:53])=[O:40])[CH2:3]1. The catalyst class is: 18.